This data is from Forward reaction prediction with 1.9M reactions from USPTO patents (1976-2016). The task is: Predict the product of the given reaction. (1) Given the reactants [CH2:1]([O:3][C:4]([C:6]1[C:10]([CH3:11])=[CH:9][NH:8][C:7]=1[CH2:12][C:13](=O)[NH:14][CH2:15][CH2:16][N:17]1[CH2:22][CH2:21][CH2:20][CH2:19][CH2:18]1)=[O:5])[CH3:2].O.Cl.[OH-].[Na+], predict the reaction product. The product is: [CH2:1]([O:3][C:4]([C:6]1[C:10]([CH3:11])=[CH:9][NH:8][C:7]=1[CH2:12][CH2:13][NH:14][CH2:15][CH2:16][N:17]1[CH2:22][CH2:21][CH2:20][CH2:19][CH2:18]1)=[O:5])[CH3:2]. (2) Given the reactants Br[C:2]1[C:3]([CH3:16])=[C:4]([CH3:15])[C:5]2[O:9][C:8]([CH2:11][OH:12])([CH3:10])[CH2:7][C:6]=2[C:13]=1[CH3:14].[CH3:17][C:18]1[CH:23]=[CH:22][C:21]([N:24]2[CH2:29][CH2:28][NH:27][CH2:26][CH2:25]2)=[CH:20][CH:19]=1, predict the reaction product. The product is: [CH3:10][C:8]1([CH2:11][OH:12])[CH2:7][C:6]2[C:13]([CH3:14])=[C:2]([N:27]3[CH2:28][CH2:29][N:24]([C:21]4[CH:22]=[CH:23][C:18]([CH3:17])=[CH:19][CH:20]=4)[CH2:25][CH2:26]3)[C:3]([CH3:16])=[C:4]([CH3:15])[C:5]=2[O:9]1. (3) Given the reactants [Br:1][C:2]1[CH:25]=[CH:24][C:5]2[C:6]([NH:15][C@@H:16]([C:20]([F:23])([F:22])[F:21])[CH:17]([CH3:19])[CH3:18])=[N:7][C:8]3[C:13]([C:4]=2[CH:3]=1)=[C:12](Cl)[N:11]=[CH:10][CH:9]=3.C1C[O:29]CC1, predict the reaction product. The product is: [Br:1][C:2]1[CH:25]=[CH:24][C:5]2[C:6]([NH:15][C@@H:16]([C:20]([F:23])([F:22])[F:21])[CH:17]([CH3:19])[CH3:18])=[N:7][C:8]3[CH:9]=[CH:10][NH:11][C:12](=[O:29])[C:13]=3[C:4]=2[CH:3]=1. (4) Given the reactants S([O-])([O-])=O.[Na+].[Na+].C(=O)(O)[O-].[Na+].[Br:12][C:13]1[CH:14]=[C:15]([S:20](Cl)(=[O:22])=[O:21])[CH:16]=[N:17][C:18]=1[Cl:19].Cl[CH2:25]C(O)=O.[OH-].[Na+], predict the reaction product. The product is: [Br:12][C:13]1[C:18]([Cl:19])=[N:17][CH:16]=[C:15]([S:20]([CH3:25])(=[O:22])=[O:21])[CH:14]=1. (5) Given the reactants [C:1]([C:5]1[CH:10]=[CH:9][CH:8]=[CH:7][C:6]=1[CH2:11][CH2:12][OH:13])([CH3:4])([CH3:3])[CH3:2].[C:14]1([CH3:24])[CH:19]=[CH:18][C:17]([S:20](Cl)(=[O:22])=[O:21])=[CH:16][CH:15]=1, predict the reaction product. The product is: [CH3:24][C:14]1[CH:19]=[CH:18][C:17]([S:20]([O:13][CH2:12][CH2:11][C:6]2[CH:7]=[CH:8][CH:9]=[CH:10][C:5]=2[C:1]([CH3:4])([CH3:2])[CH3:3])(=[O:22])=[O:21])=[CH:16][CH:15]=1. (6) Given the reactants O[CH2:2][C:3]1[N:4]=[C:5]2[C:10]([NH:11][C:12](=[O:17])[C:13]([CH3:16])([CH3:15])[CH3:14])=[CH:9][CH:8]=[CH:7][N:6]2[C:18]=1[CH3:19].S(Cl)([Cl:22])=O.C(=O)(O)[O-].[Na+], predict the reaction product. The product is: [Cl:22][CH2:2][C:3]1[N:4]=[C:5]2[C:10]([NH:11][C:12](=[O:17])[C:13]([CH3:16])([CH3:15])[CH3:14])=[CH:9][CH:8]=[CH:7][N:6]2[C:18]=1[CH3:19]. (7) Given the reactants [Cl:1][C:2]1[CH:3]=[CH:4][C:5]2[C:11]3[N:12](CC4C=CC(OC)=CC=4OC)[C:13](=[O:21])[C:14]([C:17]([O:19]C)=[O:18])=[C:15]([OH:16])[C:10]=3[CH2:9][CH2:8][CH2:7][C:6]=2[CH:33]=1.[NH2:34][CH:35]1[CH2:40][CH2:39][N:38](C(OC(C)(C)C)=O)[CH2:37][CH2:36]1, predict the reaction product. The product is: [ClH:1].[OH:16][C:15]1[C:10]2[CH2:9][CH2:8][CH2:7][C:6]3[CH:33]=[C:2]([NH:34][CH:35]4[CH2:40][CH2:39][NH:38][CH2:37][CH2:36]4)[CH:3]=[CH:4][C:5]=3[C:11]=2[NH:12][C:13](=[O:21])[C:14]=1[C:17]([OH:19])=[O:18].